From a dataset of Cav3 T-type calcium channel HTS with 100,875 compounds. Binary Classification. Given a drug SMILES string, predict its activity (active/inactive) in a high-throughput screening assay against a specified biological target. (1) The drug is OC(c1n(CC)ccn1)c1ccc(N(C)C)cc1. The result is 0 (inactive). (2) The molecule is O=c1n(CC(=O)NCc2occc2)cnc2n(nnc12)Cc1ccccc1. The result is 0 (inactive). (3) The drug is O=C(N1CCN(CC1)c1c(ccc(c1)C)C)CCNC(=O)Cn1c(=O)c2c(cc1)cccc2. The result is 0 (inactive).